From a dataset of NCI-60 drug combinations with 297,098 pairs across 59 cell lines. Regression. Given two drug SMILES strings and cell line genomic features, predict the synergy score measuring deviation from expected non-interaction effect. (1) Drug 1: CC1OCC2C(O1)C(C(C(O2)OC3C4COC(=O)C4C(C5=CC6=C(C=C35)OCO6)C7=CC(=C(C(=C7)OC)O)OC)O)O. Drug 2: CC12CCC3C(C1CCC2OP(=O)(O)O)CCC4=C3C=CC(=C4)OC(=O)N(CCCl)CCCl.[Na+]. Cell line: SF-295. Synergy scores: CSS=42.1, Synergy_ZIP=-2.57, Synergy_Bliss=-5.83, Synergy_Loewe=-32.4, Synergy_HSA=-3.78. (2) Drug 1: C1CCC(C1)C(CC#N)N2C=C(C=N2)C3=C4C=CNC4=NC=N3. Drug 2: C1=CC(=CC=C1CCC2=CNC3=C2C(=O)NC(=N3)N)C(=O)NC(CCC(=O)O)C(=O)O. Cell line: SNB-75. Synergy scores: CSS=12.2, Synergy_ZIP=0.0533, Synergy_Bliss=-3.40, Synergy_Loewe=-16.4, Synergy_HSA=-6.19. (3) Drug 1: COC1=CC(=CC(=C1O)OC)C2C3C(COC3=O)C(C4=CC5=C(C=C24)OCO5)OC6C(C(C7C(O6)COC(O7)C8=CC=CS8)O)O. Drug 2: CC=C1C(=O)NC(C(=O)OC2CC(=O)NC(C(=O)NC(CSSCCC=C2)C(=O)N1)C(C)C)C(C)C. Cell line: CCRF-CEM. Synergy scores: CSS=69.9, Synergy_ZIP=0.408, Synergy_Bliss=-0.409, Synergy_Loewe=-1.04, Synergy_HSA=1.23. (4) Drug 1: C1CNP(=O)(OC1)N(CCCl)CCCl. Drug 2: CC12CCC3C(C1CCC2OP(=O)(O)O)CCC4=C3C=CC(=C4)OC(=O)N(CCCl)CCCl.[Na+]. Cell line: COLO 205. Synergy scores: CSS=12.2, Synergy_ZIP=1.30, Synergy_Bliss=3.27, Synergy_Loewe=9.59, Synergy_HSA=2.54. (5) Drug 1: C1CN(CCN1C(=O)CCBr)C(=O)CCBr. Drug 2: CC(C)CN1C=NC2=C1C3=CC=CC=C3N=C2N. Cell line: ACHN. Synergy scores: CSS=42.1, Synergy_ZIP=3.83, Synergy_Bliss=0.957, Synergy_Loewe=3.64, Synergy_HSA=0.835. (6) Drug 1: CC1C(C(CC(O1)OC2CC(CC3=C2C(=C4C(=C3O)C(=O)C5=C(C4=O)C(=CC=C5)OC)O)(C(=O)C)O)N)O.Cl. Drug 2: CC1CCC2CC(C(=CC=CC=CC(CC(C(=O)C(C(C(=CC(C(=O)CC(OC(=O)C3CCCCN3C(=O)C(=O)C1(O2)O)C(C)CC4CCC(C(C4)OC)O)C)C)O)OC)C)C)C)OC. Cell line: OVCAR-8. Synergy scores: CSS=39.8, Synergy_ZIP=-2.42, Synergy_Bliss=0.688, Synergy_Loewe=3.34, Synergy_HSA=3.82.